This data is from Aqueous solubility values for 9,982 compounds from the AqSolDB database. The task is: Regression/Classification. Given a drug SMILES string, predict its absorption, distribution, metabolism, or excretion properties. Task type varies by dataset: regression for continuous measurements (e.g., permeability, clearance, half-life) or binary classification for categorical outcomes (e.g., BBB penetration, CYP inhibition). For this dataset (solubility_aqsoldb), we predict Y. The molecule is CCCC(C)CO. The Y is -1.11 log mol/L.